This data is from Forward reaction prediction with 1.9M reactions from USPTO patents (1976-2016). The task is: Predict the product of the given reaction. (1) Given the reactants [C:1]([N:8]1[CH:12]=[CH:11][N:10]=[CH:9]1)([N:3]1[CH:7]=[CH:6]N=[CH:4]1)=[O:2].N[C:14]1[CH:19]=CC=CN=1.CCN(C(C)C)C(C)C.[CH3:29][C:30]1[C:31]([CH2:36][N:37]([CH2:44][C:45]2[C:50]([CH3:51])=[CH:49][CH:48]=[CH:47][N:46]=2)[CH:38]2CCNC[CH2:39]2)=[N:32][CH:33]=[CH:34][CH:35]=1, predict the reaction product. The product is: [N:10]1[CH:11]=[CH:12][CH:19]=[CH:14][C:9]=1[NH:8][C:1]([N:3]1[CH2:4][CH2:39][CH:38]([N:37]([CH2:36][C:31]2[C:30]([CH3:29])=[CH:35][CH:34]=[CH:33][N:32]=2)[CH2:44][C:45]2[C:50]([CH3:51])=[CH:49][CH:48]=[CH:47][N:46]=2)[CH2:6][CH2:7]1)=[O:2]. (2) Given the reactants C(OC([N:8]1[CH2:13][CH2:12][N:11]([C:14]2[CH:19]=[CH:18][C:17]([NH:20][C:21]3[N:22]=[CH:23][C:24]4[CH:30]=[C:29]([CH:31]([C:33]5[CH:38]=[CH:37][CH:36]=[CH:35][CH:34]=5)[CH3:32])[C:28](=[O:39])[N:27]([CH:40]5[CH2:44][CH2:43][CH2:42][CH2:41]5)[C:25]=4[N:26]=3)=[CH:16][CH:15]=2)[CH2:10][CH2:9]1)=O)(C)(C)C.[ClH:45], predict the reaction product. The product is: [CH:40]1([N:27]2[C:25]3[N:26]=[C:21]([NH:20][C:17]4[CH:16]=[CH:15][C:14]([N:11]5[CH2:12][CH2:13][NH:8][CH2:9][CH2:10]5)=[CH:19][CH:18]=4)[N:22]=[CH:23][C:24]=3[CH:30]=[C:29]([CH:31]([C:33]3[CH:34]=[CH:35][CH:36]=[CH:37][CH:38]=3)[CH3:32])[C:28]2=[O:39])[CH2:44][CH2:43][CH2:42][CH2:41]1.[ClH:45]. (3) Given the reactants C(OC(=O)[NH:10][C@H:11]1[CH2:14][C@@H:13]([CH2:15][N:16]2[CH2:21][CH2:20][S:19](=[O:23])(=[O:22])[CH2:18][CH2:17]2)[CH2:12]1)C1C=CC=CC=1, predict the reaction product. The product is: [O:23]=[S:19]1(=[O:22])[CH2:20][CH2:21][N:16]([CH2:15][C@@H:13]2[CH2:12][C@H:11]([NH2:10])[CH2:14]2)[CH2:17][CH2:18]1. (4) Given the reactants [CH3:1][O:2][C:3](=[O:28])[C@H:4]([CH2:24][CH2:25][S:26][CH3:27])[NH:5][C:6](=[O:23])[C:7]1[CH:12]=[CH:11][C:10]([CH2:13][C:14](O)=[O:15])=[CH:9][C:8]=1[C:17]1[CH:22]=[CH:21][CH:20]=[CH:19][CH:18]=1.ON1C(=O)C2C=CC=CC=2N=N1.[NH2:41][C:42]1[CH:47]=[CH:46][CH:45]=[CH:44][N:43]=1.Cl.CN(C)CCCN=C=NCC, predict the reaction product. The product is: [CH3:1][O:2][C:3](=[O:28])[C@H:4]([CH2:24][CH2:25][S:26][CH3:27])[NH:5][C:6](=[O:23])[C:7]1[CH:12]=[CH:11][C:10]([CH2:13][C:14]([NH:41][C:42]2[CH:47]=[CH:46][CH:45]=[CH:44][N:43]=2)=[O:15])=[CH:9][C:8]=1[C:17]1[CH:18]=[CH:19][CH:20]=[CH:21][CH:22]=1. (5) Given the reactants [NH2:1][CH2:2][CH2:3][S:4]([OH:7])(=[O:6])=[O:5].[CH2:8]([O:15][C:16](Cl)=[O:17])[C:9]1[CH:14]=[CH:13][CH:12]=[CH:11][CH:10]=1, predict the reaction product. The product is: [CH2:8]([O:15][C:16]([NH:1][CH2:2][CH2:3][S:4]([OH:7])(=[O:6])=[O:5])=[O:17])[C:9]1[CH:14]=[CH:13][CH:12]=[CH:11][CH:10]=1. (6) Given the reactants [S:1]1[C:5]2[CH:6]=[CH:7][CH:8]=[CH:9][C:4]=2[N:3]=[C:2]1[S:10][CH2:11][C:12]([OH:14])=O.[CH3:15][CH:16]1[CH2:25][CH2:24][C:23]2[C:18](=[CH:19][CH:20]=[CH:21][CH:22]=2)[NH:17]1, predict the reaction product. The product is: [S:1]1[C:5]2[CH:6]=[CH:7][CH:8]=[CH:9][C:4]=2[N:3]=[C:2]1[S:10][CH2:11][C:12]([N:17]1[C:18]2[C:23](=[CH:22][CH:21]=[CH:20][CH:19]=2)[CH2:24][CH2:25][CH:16]1[CH3:15])=[O:14].